This data is from Forward reaction prediction with 1.9M reactions from USPTO patents (1976-2016). The task is: Predict the product of the given reaction. Given the reactants [N:1]([CH2:4][CH2:5][N:6]1[C:10]2[CH:11]=[CH:12][C:13]([C:15]([OH:17])=O)=[CH:14][C:9]=2[N:8]=[CH:7]1)=[N+:2]=[N-:3].C1C=CC2N(O)N=NC=2C=1.CCN(C(C)C)C(C)C.[NH:37]1[CH:46]2[CH:41]([CH2:42][CH2:43][CH2:44][CH2:45]2)[CH2:40][CH2:39][CH2:38]1.CCN=C=NCCCN(C)C.Cl, predict the reaction product. The product is: [N:1]([CH2:4][CH2:5][N:6]1[C:10]2[CH:11]=[CH:12][C:13]([C:15]([N:37]3[CH:46]4[CH:41]([CH2:42][CH2:43][CH2:44][CH2:45]4)[CH2:40][CH2:39][CH2:38]3)=[O:17])=[CH:14][C:9]=2[N:8]=[CH:7]1)=[N+:2]=[N-:3].